Predict the product of the given reaction. From a dataset of Forward reaction prediction with 1.9M reactions from USPTO patents (1976-2016). Given the reactants [OH:1][C:2]1[CH:9]=[CH:8][C:5]([CH:6]=O)=[CH:4][CH:3]=1.[C:10](O)(=O)CC(O)=O, predict the reaction product. The product is: [CH:6]([C:5]1[CH:8]=[CH:9][C:2]([OH:1])=[CH:3][CH:4]=1)=[CH2:10].